From a dataset of Forward reaction prediction with 1.9M reactions from USPTO patents (1976-2016). Predict the product of the given reaction. (1) Given the reactants Cl[C:2]1[CH:7]=[CH:6][C:5]([C:8]#[C:9][C:10]2[N:11]=[C:12]([CH3:15])[S:13][CH:14]=2)=[CH:4][N:3]=1.[NH:16]1[CH2:21][CH2:20][CH2:19][CH2:18][CH2:17]1, predict the reaction product. The product is: [CH3:15][C:12]1[S:13][CH:14]=[C:10]([C:9]#[C:8][C:5]2[CH:6]=[CH:7][C:2]([N:16]3[CH2:21][CH2:20][CH2:19][CH2:18][CH2:17]3)=[N:3][CH:4]=2)[N:11]=1. (2) Given the reactants [CH3:1][C:2]1[N:3]=[C:4]2[CH:9]=[CH:8][C:7]([C:10]3[CH:11]=[C:12]4[C:25]5([CH2:29][O:28][C:27]([NH2:30])=[N:26]5)[C:21]5([CH2:24][O:23][CH2:22]5)[C:17]5([CH2:20][CH2:19][CH2:18]5)[O:16][C:13]4=[CH:14][CH:15]=3)=[CH:6][N:5]2[CH:31]=1.C(O)(=O)C.[H][H], predict the reaction product. The product is: [CH3:1][C:2]1[N:3]=[C:4]2[CH2:9][CH2:8][CH:7]([C:10]3[CH:11]=[C:12]4[C:25]5([CH2:29][O:28][C:27]([NH2:30])=[N:26]5)[C:21]5([CH2:24][O:23][CH2:22]5)[C:17]5([CH2:18][CH2:19][CH2:20]5)[O:16][C:13]4=[CH:14][CH:15]=3)[CH2:6][N:5]2[CH:31]=1. (3) Given the reactants Cl[CH2:2][C:3]1[N:4]=[C:5]([CH:8]2[CH2:13][CH2:12][N:11]([C:14]([O:16][C:17]([CH3:20])([CH3:19])[CH3:18])=[O:15])[CH2:10][CH2:9]2)[S:6][CH:7]=1.[CH3:21][NH:22][C@H:23]1[C:32]2[C:27](=[CH:28][CH:29]=[CH:30][CH:31]=2)[CH2:26][CH2:25][CH2:24]1.C(=O)([O-])[O-].[K+].[K+], predict the reaction product. The product is: [CH3:21][N:22]([CH2:2][C:3]1[N:4]=[C:5]([CH:8]2[CH2:13][CH2:12][N:11]([C:14]([O:16][C:17]([CH3:20])([CH3:19])[CH3:18])=[O:15])[CH2:10][CH2:9]2)[S:6][CH:7]=1)[C@H:23]1[C:32]2[C:27](=[CH:28][CH:29]=[CH:30][CH:31]=2)[CH2:26][CH2:25][CH2:24]1. (4) Given the reactants C(OC(=O)[NH:7][CH2:8][CH2:9][N:10]([C:40]1[CH:45]=[C:44]([CH3:46])[CH:43]=[C:42]([CH3:47])[CH:41]=1)[CH2:11][C:12]1[CH:39]=[CH:38][C:15]2[N:16]=[C:17]([NH:28][CH2:29][CH2:30][CH2:31][N:32]3[CH2:37][CH2:36][O:35][CH2:34][CH2:33]3)[N:18]([CH2:19][C:20]3[C:25]([OH:26])=[CH:24][CH:23]=[C:22]([CH3:27])[N:21]=3)[C:14]=2[CH:13]=1)(C)(C)C.Cl, predict the reaction product. The product is: [NH2:7][CH2:8][CH2:9][N:10]([CH2:11][C:12]1[CH:39]=[CH:38][C:15]2[N:16]=[C:17]([NH:28][CH2:29][CH2:30][CH2:31][N:32]3[CH2:37][CH2:36][O:35][CH2:34][CH2:33]3)[N:18]([CH2:19][C:20]3[C:25]([OH:26])=[CH:24][CH:23]=[C:22]([CH3:27])[N:21]=3)[C:14]=2[CH:13]=1)[C:40]1[CH:41]=[C:42]([CH3:47])[CH:43]=[C:44]([CH3:46])[CH:45]=1. (5) Given the reactants [CH2:1]([N:3]1[C:9]2[CH:10]=[C:11]([NH2:14])[CH:12]=[CH:13][C:8]=2[CH2:7][N:6]([CH2:15][CH3:16])[CH2:5][CH2:4]1)[CH3:2].Cl[C:18]1[N:23]=[C:22]([NH:24][C:25]2[CH:30]=[CH:29][C:28]([N:31]3[CH2:36][CH2:35][O:34][CH2:33][CH2:32]3)=[CH:27][C:26]=2[O:37][CH3:38])[C:21]([Cl:39])=[CH:20][N:19]=1.C12(CS(O)(=O)=O)C(C)(C)C(CC1)CC2=O, predict the reaction product. The product is: [Cl:39][C:21]1[C:22]([NH:24][C:25]2[CH:30]=[CH:29][C:28]([N:31]3[CH2:32][CH2:33][O:34][CH2:35][CH2:36]3)=[CH:27][C:26]=2[O:37][CH3:38])=[N:23][C:18]([NH:14][C:11]2[CH:12]=[CH:13][C:8]3[CH2:7][N:6]([CH2:15][CH3:16])[CH2:5][CH2:4][N:3]([CH2:1][CH3:2])[C:9]=3[CH:10]=2)=[N:19][CH:20]=1. (6) Given the reactants C([O:3][C:4]([C@H:6]1[CH2:10][CH2:9][C@@H:8]([C:11](=[O:24])[NH:12][C:13]2[CH:18]=[CH:17][CH:16]=[C:15]([O:19][C:20]([F:23])([F:22])[F:21])[CH:14]=2)[N:7]1[CH2:25][C:26]1[CH:31]=[CH:30][CH:29]=[CH:28][CH:27]=1)=O)C.[Li+].[Cl-].[BH4-].[Na+], predict the reaction product. The product is: [F:22][C:20]([F:21])([F:23])[O:19][C:15]1[CH:14]=[C:13]([NH:12][C:11]([C@@H:8]2[CH2:9][CH2:10][C@H:6]([CH2:4][OH:3])[N:7]2[CH2:25][C:26]2[CH:31]=[CH:30][CH:29]=[CH:28][CH:27]=2)=[O:24])[CH:18]=[CH:17][CH:16]=1. (7) Given the reactants C([NH:8][C:9]1[CH:10]=[C:11]([CH:23]=[CH:24][C:25]=1[F:26])[CH2:12][C:13]1([C:16]([O:18][C:19]([CH3:22])([CH3:21])[CH3:20])=[O:17])[CH2:15][CH2:14]1)C1C=CC=CC=1, predict the reaction product. The product is: [NH2:8][C:9]1[CH:10]=[C:11]([CH:23]=[CH:24][C:25]=1[F:26])[CH2:12][C:13]1([C:16]([O:18][C:19]([CH3:22])([CH3:21])[CH3:20])=[O:17])[CH2:14][CH2:15]1. (8) The product is: [C:1]([O:5][C:6]([N:8]1[CH2:13][CH2:12][N:11]2[C:14]([Cl:30])=[N:15][C:16]([I:17])=[C:10]2[CH:9]1[CH2:18][CH2:19][C:20]1[CH:21]=[CH:22][C:23]([C:26]([F:27])([F:28])[F:29])=[CH:24][CH:25]=1)=[O:7])([CH3:4])([CH3:2])[CH3:3]. Given the reactants [C:1]([O:5][C:6]([N:8]1[CH2:13][CH2:12][N:11]2[CH:14]=[N:15][C:16]([I:17])=[C:10]2[CH:9]1[CH2:18][CH2:19][C:20]1[CH:25]=[CH:24][C:23]([C:26]([F:29])([F:28])[F:27])=[CH:22][CH:21]=1)=[O:7])([CH3:4])([CH3:3])[CH3:2].[Cl:30]N1C(=O)CCC1=O, predict the reaction product. (9) Given the reactants [N+:1]([C:4]1[CH:9]=[CH:8][C:7]([C:10]2[N:14]=[C:13]([C@H:15]3[CH2:20][CH2:19][CH2:18][CH2:17][N:16]3[C:21](=[O:30])[CH2:22][O:23][C:24]3[CH:29]=[CH:28][CH:27]=[CH:26][CH:25]=3)[O:12][N:11]=2)=[CH:6][CH:5]=1)([O-])=O.[NH4+].[Cl-], predict the reaction product. The product is: [NH2:1][C:4]1[CH:5]=[CH:6][C:7]([C:10]2[N:14]=[C:13]([C@H:15]3[CH2:20][CH2:19][CH2:18][CH2:17][N:16]3[C:21](=[O:30])[CH2:22][O:23][C:24]3[CH:25]=[CH:26][CH:27]=[CH:28][CH:29]=3)[O:12][N:11]=2)=[CH:8][CH:9]=1.